This data is from TCR-epitope binding with 47,182 pairs between 192 epitopes and 23,139 TCRs. The task is: Binary Classification. Given a T-cell receptor sequence (or CDR3 region) and an epitope sequence, predict whether binding occurs between them. The epitope is SEVGPEHSLAEY. The TCR CDR3 sequence is CASSASGTEETQYF. Result: 1 (the TCR binds to the epitope).